Dataset: Reaction yield outcomes from USPTO patents with 853,638 reactions. Task: Predict the reaction yield, written as a fraction of the theoretical maximum amount of product (1.0 means a 100% yield; for example, 0.34 means a 34% yield). (1) The reactants are [F:1][C:2]1[CH:7]=[CH:6][C:5]([C:8]([CH3:12])([CH3:11])[C:9]#[N:10])=[CH:4][CH:3]=1.[H-].[H-].[H-].[H-].[Li+].[Al+3]. The catalyst is C1COCC1. The product is [F:1][C:2]1[CH:3]=[CH:4][C:5]([C:8]([CH3:12])([CH3:11])[CH2:9][NH2:10])=[CH:6][CH:7]=1. The yield is 0.920. (2) The reactants are Br[C:2]1[CH:3]=[C:4]([CH3:30])[C:5]2[N:6]([C:8]([C:18]3[CH:23]=[CH:22][N:21]=[C:20]([NH:24][CH:25]4[CH2:29][CH2:28][CH2:27][CH2:26]4)[N:19]=3)=[C:9]([C:11]3[CH:16]=[CH:15][C:14]([F:17])=[CH:13][CH:12]=3)[N:10]=2)[CH:7]=1. The catalyst is C(O)C.[Pd]. The product is [CH:25]1([NH:24][C:20]2[N:19]=[C:18]([C:8]3[N:6]4[CH:7]=[CH:2][CH:3]=[C:4]([CH3:30])[C:5]4=[N:10][C:9]=3[C:11]3[CH:12]=[CH:13][C:14]([F:17])=[CH:15][CH:16]=3)[CH:23]=[CH:22][N:21]=2)[CH2:26][CH2:27][CH2:28][CH2:29]1. The yield is 0.700. (3) The reactants are [CH3:1][O:2][C:3]1[CH:4]=[C:5](B(O)O)[CH:6]=[CH:7][CH:8]=1.Br[C:13]1[CH:14]=[C:15]([CH:19]([CH:26]2[CH2:28][CH2:27]2)[NH:20][S:21]([CH2:24][CH3:25])(=[O:23])=[O:22])[CH:16]=[N:17][CH:18]=1.C([O-])([O-])=O.[Na+].[Na+]. The catalyst is CN(C=O)C.Cl[Pd](Cl)([P](C1C=CC=CC=1)(C1C=CC=CC=1)C1C=CC=CC=1)[P](C1C=CC=CC=1)(C1C=CC=CC=1)C1C=CC=CC=1. The product is [CH:26]1([CH:19]([C:15]2[CH:16]=[N:17][CH:18]=[C:13]([C:8]3[CH:7]=[CH:6][CH:5]=[CH:4][C:3]=3[O:2][CH3:1])[CH:14]=2)[NH:20][S:21]([CH2:24][CH3:25])(=[O:23])=[O:22])[CH2:28][CH2:27]1. The yield is 0.350. (4) The reactants are [CH3:1][N:2]([CH3:33])[CH2:3][CH2:4][NH:5][C:6]([C:8]1[CH:32]=[CH:31][C:11]2[C:12](=[O:30])[NH:13][C:14]3[C:19]([C:10]=2[CH:9]=1)=[C:18]([NH:20][C:21]1[CH:25]=[CH:24][N:23]([CH2:26][C:27](O)=[O:28])[N:22]=1)[CH:17]=[CH:16][N:15]=3)=[O:7].CCN(C(C)C)C(C)C.C1N(P(Cl)(N2C(=O)OCC2)=O)C(=O)OC1.[F:58][C:59]1[CH:60]=[C:61]([CH:63]=[CH:64][CH:65]=1)[NH2:62]. The catalyst is C(Cl)Cl. The product is [CH3:1][N:2]([CH3:33])[CH2:3][CH2:4][NH:5][C:6]([C:8]1[CH:32]=[CH:31][C:11]2[C:12](=[O:30])[NH:13][C:14]3[C:19]([C:10]=2[CH:9]=1)=[C:18]([NH:20][C:21]1[CH:25]=[CH:24][N:23]([CH2:26][C:27]([NH:62][C:61]2[CH:63]=[CH:64][CH:65]=[C:59]([F:58])[CH:60]=2)=[O:28])[N:22]=1)[CH:17]=[CH:16][N:15]=3)=[O:7]. The yield is 0.370. (5) The reactants are Cl[C:2]([O:4][C:5]1[CH:10]=[CH:9][C:8]([Cl:11])=[CH:7][CH:6]=1)=[O:3].[C:12]([C:15]1[CH:16]=[C:17]([CH:22]=[CH:23][CH:24]=1)[C:18]([NH2:21])([CH3:20])[CH3:19])(=[O:14])[CH3:13].C(N(C(C)C)CC)(C)C. The catalyst is ClCCl. The product is [C:12]([C:15]1[CH:16]=[C:17]([C:18]([NH:21][C:2](=[O:3])[O:4][C:5]2[CH:10]=[CH:9][C:8]([Cl:11])=[CH:7][CH:6]=2)([CH3:20])[CH3:19])[CH:22]=[CH:23][CH:24]=1)(=[O:14])[CH3:13]. The yield is 0.810. (6) The reactants are Br[CH2:2][CH2:3][CH2:4][CH2:5][CH2:6][CH2:7][O:8][CH2:9][C:10]([C:13]1[CH:18]=[CH:17][CH:16]=[CH:15][CH:14]=1)([F:12])[F:11].[C:19]1(=[O:29])[NH:23][C:22](=[O:24])[C:21]2=[CH:25][CH:26]=[CH:27][CH:28]=[C:20]12.[K]. The catalyst is CN(C)C=O.[Br-].C([P+](CCCC)(CCCC)CCCC)CCCCCCCCCCCCCCC. The product is [F:11][C:10]([F:12])([C:13]1[CH:18]=[CH:17][CH:16]=[CH:15][CH:14]=1)[CH2:9][O:8][CH2:7][CH2:6][CH2:5][CH2:4][CH2:3][CH2:2][N:23]1[C:19](=[O:29])[C:20]2[C:21](=[CH:25][CH:26]=[CH:27][CH:28]=2)[C:22]1=[O:24]. The yield is 0.490.